This data is from Forward reaction prediction with 1.9M reactions from USPTO patents (1976-2016). The task is: Predict the product of the given reaction. Given the reactants COC1C=CC([O:9][C:10](=O)[NH:11][C:12]2[CH:17]=[CH:16][C:15]([C:18]3[N:19]([CH:34]4[CH2:37][CH2:36][CH2:35]4)[C:20]4[C:25]([C:26]=3[C:27]#[N:28])=[CH:24][CH:23]=[C:22]([O:29][CH2:30][CH2:31][O:32][CH3:33])[CH:21]=4)=[CH:14][CH:13]=2)=CC=1.[CH3:39][CH:40]1[CH2:45][CH2:44][NH:43][CH2:42][CH2:41]1, predict the reaction product. The product is: [C:27]([C:26]1[C:25]2[C:20](=[CH:21][C:22]([O:29][CH2:30][CH2:31][O:32][CH3:33])=[CH:23][CH:24]=2)[N:19]([CH:34]2[CH2:35][CH2:36][CH2:37]2)[C:18]=1[C:15]1[CH:16]=[CH:17][C:12]([NH:11][C:10]([N:43]2[CH2:44][CH2:45][CH:40]([CH3:39])[CH2:41][CH2:42]2)=[O:9])=[CH:13][CH:14]=1)#[N:28].